Dataset: Reaction yield outcomes from USPTO patents with 853,638 reactions. Task: Predict the reaction yield, written as a fraction of the theoretical maximum amount of product (1.0 means a 100% yield; for example, 0.34 means a 34% yield). (1) The yield is 0.880. The product is [C:1]([C:3]1[CH:4]=[C:5]([C:9]([C:11]2[N:19]3[C:14]([CH:15]=[C:16]([CH:20]([CH3:22])[CH3:21])[CH:17]=[CH:18]3)=[C:13]([C:23](=[O:28])[C:24]([CH3:25])([CH3:26])[CH3:27])[C:12]=2[CH2:29][C:30]([CH3:36])([CH3:35])[C:31]([O:33][CH3:34])=[O:32])=[O:10])[CH:6]=[CH:7][CH:8]=1)(=[O:39])[NH2:2]. The catalyst is C1COCC1.O.[Pd](Cl)Cl. The reactants are [C:1]([C:3]1[CH:4]=[C:5]([C:9]([C:11]2[N:19]3[C:14]([CH:15]=[C:16]([CH:20]([CH3:22])[CH3:21])[CH:17]=[CH:18]3)=[C:13]([C:23](=[O:28])[C:24]([CH3:27])([CH3:26])[CH3:25])[C:12]=2[CH2:29][C:30]([CH3:36])([CH3:35])[C:31]([O:33][CH3:34])=[O:32])=[O:10])[CH:6]=[CH:7][CH:8]=1)#[N:2].C(N)(=[O:39])C. (2) The reactants are [CH3:1][O:2][C:3]1[CH:8]=[CH:7][CH:6]=[CH:5][C:4]=1[C:9]1([OH:17])[CH2:15][CH:14]2[NH:16][CH:11]([CH2:12][CH2:13]2)[CH2:10]1.[CH3:18][O:19][C:20]1[C:25]2[O:26][C@H:27]([CH2:30]OS(C3C=CC(C)=CC=3)(=O)=O)[CH2:28][O:29][C:24]=2[CH:23]=[CH:22][CH:21]=1. No catalyst specified. The yield is 0.700. The product is [CH3:18][O:19][C:20]1[C:25]2[O:26][C@@H:27]([CH2:30][N:16]3[CH:11]4[CH2:12][CH2:13][CH:14]3[CH2:15][C:9]([C:4]3[CH:5]=[CH:6][CH:7]=[CH:8][C:3]=3[O:2][CH3:1])([OH:17])[CH2:10]4)[CH2:28][O:29][C:24]=2[CH:23]=[CH:22][CH:21]=1. (3) The reactants are C([O:3][C:4](=[O:30])[CH:5]([N:12]1[C:16]2[CH:17]=[C:18]([F:22])[C:19]([F:21])=[CH:20][C:15]=2[N:14]=[C:13]1[C:23]1[CH:28]=[CH:27][C:26]([Cl:29])=[CH:25][CH:24]=1)[CH:6]1[CH2:11][CH2:10][CH2:9][CH2:8][CH2:7]1)C.O.[OH-].[Li+]. The catalyst is O1CCOCC1.O. The product is [Cl:29][C:26]1[CH:27]=[CH:28][C:23]([C:13]2[N:12]([CH:5]([CH:6]3[CH2:7][CH2:8][CH2:9][CH2:10][CH2:11]3)[C:4]([OH:30])=[O:3])[C:16]3[CH:17]=[C:18]([F:22])[C:19]([F:21])=[CH:20][C:15]=3[N:14]=2)=[CH:24][CH:25]=1. The yield is 0.950. (4) The reactants are [CH3:1][O:2][C:3]1[CH:8]=[C:7]([S:9]([CH3:12])(=[O:11])=[O:10])[CH:6]=[CH:5][C:4]=1[N+:13]([O-])=O. The catalyst is [Pd].C(O)C. The product is [CH3:1][O:2][C:3]1[CH:8]=[C:7]([S:9]([CH3:12])(=[O:11])=[O:10])[CH:6]=[CH:5][C:4]=1[NH2:13]. The yield is 0.920. (5) The product is [N+:27]([C:16]1[CH:15]=[C:14]([N:1]2[CH2:6][CH2:5][NH:4][CH2:3][CH2:2]2)[CH:19]=[CH:18][C:17]=1[S:20][C:21]1[CH:22]=[CH:23][CH:24]=[CH:25][CH:26]=1)([O-:29])=[O:28]. The catalyst is C(#N)C.C(Cl)Cl. The yield is 0.470. The reactants are [NH:1]1[CH2:6][CH2:5][NH:4][CH2:3][CH2:2]1.C(=O)([O-])[O-].[K+].[K+].F[C:14]1[CH:19]=[CH:18][C:17]([S:20][C:21]2[CH:26]=[CH:25][CH:24]=[CH:23][CH:22]=2)=[C:16]([N+:27]([O-:29])=[O:28])[CH:15]=1.O. (6) The reactants are C(OC([N:8]1[C:12]([C:14]2[CH:19]=[CH:18][CH:17]=[C:16]([Br:20])[CH:15]=2)([CH3:13])[CH2:11][O:10][S:9]1(=[O:22])=[O:21])=O)(C)(C)C.C(Cl)Cl. The catalyst is C(O)(C(F)(F)F)=O. The product is [Br:20][C:16]1[CH:15]=[C:14]([C:12]2([CH3:13])[CH2:11][O:10][S:9](=[O:22])(=[O:21])[NH:8]2)[CH:19]=[CH:18][CH:17]=1. The yield is 0.910. (7) The yield is 0.920. The product is [F:9][C:10]1[CH:17]=[CH:16][CH:15]=[CH:14][C:11]=1[C:12](=[O:21])[CH2:3][C:4]([O:6][CH2:7][CH3:8])=[O:5]. The catalyst is C1COCC1. The reactants are Br[Zn][CH2:3][C:4]([O:6][CH2:7][CH3:8])=[O:5].[F:9][C:10]1[CH:17]=[CH:16][CH:15]=[CH:14][C:11]=1[C:12]#N.Cl.C(OCC)(=[O:21])C.